Predict the reaction yield, written as a fraction of the theoretical maximum amount of product (1.0 means a 100% yield; for example, 0.34 means a 34% yield). From a dataset of Reaction yield outcomes from USPTO patents with 853,638 reactions. (1) The reactants are [N+:1]([C:4]1[C:5]([C:21]#[N:22])=[N:6][CH:7]=[C:8]([C:10]2[N:14](C3CCCCO3)[N:13]=[CH:12][CH:11]=2)[CH:9]=1)([O-:3])=[O:2].O.C(=O)(O)[O-].[Na+]. The catalyst is Cl.CCO. The product is [N+:1]([C:4]1[C:5]([C:21]#[N:22])=[N:6][CH:7]=[C:8]([C:10]2[NH:14][N:13]=[CH:12][CH:11]=2)[CH:9]=1)([O-:3])=[O:2]. The yield is 0.930. (2) The reactants are COC1C=CC(C[N:8]2[CH:17]=[C:16]3[C:10]([CH2:11][CH:12]([O:29][C:30](=[O:34])[N:31]([CH3:33])[CH3:32])[CH2:13][C:14]4[S:20][C:19]([NH:21][C:22]5[N:27]=[C:26]([CH3:28])[CH:25]=[CH:24][N:23]=5)=[N:18][C:15]=43)=[N:9]2)=CC=1. The catalyst is C(O)(C(F)(F)F)=O.C(Cl)Cl.CS(C)=O. The product is [CH3:28][C:26]1[CH:25]=[CH:24][N:23]=[C:22]([NH:21][C:19]2[S:20][C:14]3[CH2:13][CH:12]([O:29][C:30](=[O:34])[N:31]([CH3:32])[CH3:33])[CH2:11][C:10]4[C:16](=[CH:17][NH:8][N:9]=4)[C:15]=3[N:18]=2)[N:27]=1. The yield is 0.730. (3) The reactants are I[C:2]1[CH:28]=[CH:27][C:5]2[N:6]([CH2:9][C:10]3[CH:26]=[CH:25][C:13]4[N:14]=[C:15]([NH:17][C@@H:18]5[CH2:23][CH2:22][CH2:21][CH2:20][C@H:19]5[OH:24])[S:16][C:12]=4[CH:11]=3)[CH:7]=[N:8][C:4]=2[CH:3]=1.[NH:29]1[CH:33]=[CH:32][C:31](B(O)O)=[N:30]1.C([O-])(O)=O.[Na+].O. The catalyst is CN(C=O)C.[Pd](Cl)Cl.C1(P(C2C=CC=CC=2)C2C=CC=CC=2)C=CC=CC=1.C1(P(C2C=CC=CC=2)C2C=CC=CC=2)C=CC=CC=1. The product is [NH:29]1[CH:33]=[CH:32][C:31]([C:2]2[CH:28]=[CH:27][C:5]3[N:6]([CH2:9][C:10]4[CH:26]=[CH:25][C:13]5[N:14]=[C:15]([NH:17][C@@H:18]6[CH2:23][CH2:22][CH2:21][CH2:20][C@H:19]6[OH:24])[S:16][C:12]=5[CH:11]=4)[CH:7]=[N:8][C:4]=3[CH:3]=2)=[N:30]1. The yield is 0.0500. (4) The reactants are CCN(C(C)C)C(C)C.[CH3:10][O:11][C:12]1[CH:17]=[CH:16][CH:15]=[CH:14][C:13]=1[C:18]1[NH:22][N:21]=[C:20]([C:23]([OH:25])=O)[CH:19]=1.C1C=CC2N(O)N=NC=2C=1.CCN=C=NCCCN(C)C.Cl.[NH2:48][CH2:49][C:50]([N:52]1[CH2:57][CH2:56][N:55]([C:58](=[O:70])[C:59]2[CH:64]=[C:63]([F:65])[CH:62]=[CH:61][C:60]=2[C:66]([F:69])([F:68])[F:67])[CH2:54][CH2:53]1)=[O:51]. The catalyst is CN(C=O)C.O. The product is [F:65][C:63]1[CH:62]=[CH:61][C:60]([C:66]([F:68])([F:67])[F:69])=[C:59]([CH:64]=1)[C:58]([N:55]1[CH2:56][CH2:57][N:52]([C:50](=[O:51])[CH2:49][NH:48][C:23]([C:20]2[CH:19]=[C:18]([C:13]3[CH:14]=[CH:15][CH:16]=[CH:17][C:12]=3[O:11][CH3:10])[NH:22][N:21]=2)=[O:25])[CH2:53][CH2:54]1)=[O:70]. The yield is 0.409. (5) The reactants are C([O:4][CH2:5][C:6]1[C:15]([Cl:16])=[CH:14][C:9]([C:10]([O:12]C)=[O:11])=[C:8]([Br:17])[CH:7]=1)(=O)C.O.[OH-].[Li+]. The catalyst is C1COCC1.CO.O. The product is [Br:17][C:8]1[CH:7]=[C:6]([CH2:5][OH:4])[C:15]([Cl:16])=[CH:14][C:9]=1[C:10]([OH:12])=[O:11]. The yield is 0.960. (6) The reactants are Br[C:2]1[CH:7]=[CH:6][C:5]([C:8](=[C:16]2[CH2:21][C:20]([CH3:23])([CH3:22])[CH2:19][C:18]([CH3:25])([CH3:24])[CH2:17]2)[C:9]2[CH:14]=[CH:13][C:12]([OH:15])=[CH:11][CH:10]=2)=[CH:4][CH:3]=1.[OH:26][CH2:27][C:28]1[CH:33]=[CH:32][C:31](B(O)O)=[CH:30][CH:29]=1.C([O-])([O-])=O.[Na+].[Na+]. The catalyst is C1C=CC([P]([Pd]([P](C2C=CC=CC=2)(C2C=CC=CC=2)C2C=CC=CC=2)([P](C2C=CC=CC=2)(C2C=CC=CC=2)C2C=CC=CC=2)[P](C2C=CC=CC=2)(C2C=CC=CC=2)C2C=CC=CC=2)(C2C=CC=CC=2)C2C=CC=CC=2)=CC=1.COCCOC. The product is [OH:26][CH2:27][C:28]1[CH:33]=[CH:32][C:31]([C:2]2[CH:3]=[CH:4][C:5]([C:8](=[C:16]3[CH2:17][C:18]([CH3:25])([CH3:24])[CH2:19][C:20]([CH3:23])([CH3:22])[CH2:21]3)[C:9]3[CH:10]=[CH:11][C:12]([OH:15])=[CH:13][CH:14]=3)=[CH:6][CH:7]=2)=[CH:30][CH:29]=1. The yield is 0.750. (7) The reactants are [CH2:1]([N:3]([CH:22]([CH3:24])[CH3:23])[C:4]1[CH:21]=[N:20][C:7]2[CH2:8][N:9](C(OC(C)(C)C)=O)[CH2:10][CH2:11][O:12][C:6]=2[N:5]=1)[CH3:2].C(OCC)(=O)C.[ClH:31].C(=O)([O-])O.[Na+].Cl. The catalyst is C(OCC)(=O)C. The product is [ClH:31].[CH2:1]([N:3]([CH:22]([CH3:23])[CH3:24])[C:4]1[CH:21]=[N:20][C:7]2[CH2:8][NH:9][CH2:10][CH2:11][O:12][C:6]=2[N:5]=1)[CH3:2]. The yield is 1.00.